Dataset: Reaction yield outcomes from USPTO patents with 853,638 reactions. Task: Predict the reaction yield, written as a fraction of the theoretical maximum amount of product (1.0 means a 100% yield; for example, 0.34 means a 34% yield). (1) The reactants are [CH3:1][C:2]1[N:7]=C(C#N)[C:5]([N:10]2[CH:14]=[CH:13][CH:12]=[N:11]2)=[CH:4][CH:3]=1.[OH-].[Na+].[CH3:17][C:18]([OH:20])=[O:19]. The catalyst is CO. The product is [CH3:1][C:2]1[N:7]=[C:17]([C:18]([OH:20])=[O:19])[C:5]([N:10]2[CH:14]=[CH:13][CH:12]=[N:11]2)=[CH:4][CH:3]=1. The yield is 0.940. (2) The reactants are [F:1][C:2]([F:19])([F:18])[C:3]1[CH:17]=[CH:16][C:6]([CH2:7][C:8]2[O:12][N:11]=[C:10]([C:13]([O-:15])=O)[N:9]=2)=[CH:5][CH:4]=1.Cl.[Cl:21][C:22]1[CH:23]=[C:24]2[C:28](=[CH:29][CH:30]=1)[NH:27][CH:26]=[C:25]2[CH2:31][CH2:32][NH2:33].C(N(CC)C(C)C)(C)C. The catalyst is C1COCC1.[OH-].[Na+].O.CN(C=O)C. The product is [Cl:21][C:22]1[CH:23]=[C:24]2[C:28](=[CH:29][CH:30]=1)[NH:27][CH:26]=[C:25]2[CH2:31][CH2:32][NH:33][C:13]([C:10]1[N:9]=[C:8]([CH2:7][C:6]2[CH:5]=[CH:4][C:3]([C:2]([F:1])([F:19])[F:18])=[CH:17][CH:16]=2)[O:12][N:11]=1)=[O:15]. The yield is 0.210. (3) The reactants are CN(C)C=O.Cl[C:7]1[N:12]2[C:13]3[CH:19]=[CH:18][CH:17]=[N:16][C:14]=3[N:15]=[C:11]2[C:10]([C:20]#[N:21])=[C:9]([CH3:22])[C:8]=1[C:23]1[CH:28]=[CH:27][CH:26]=[CH:25][CH:24]=1.[NH:29]1[CH2:34][CH2:33][NH:32][CH2:31][CH2:30]1.C(N(CC)CC)C. The catalyst is CO. The product is [CH3:22][C:9]1[C:8]([C:23]2[CH:28]=[CH:27][CH:26]=[CH:25][CH:24]=2)=[C:7]([N:29]2[CH2:34][CH2:33][NH:32][CH2:31][CH2:30]2)[N:12]2[C:13]3[CH:19]=[CH:18][CH:17]=[N:16][C:14]=3[N:15]=[C:11]2[C:10]=1[C:20]#[N:21]. The yield is 0.700. (4) The reactants are [OH:1][C:2]1[CH:7]=[C:6]([Cl:8])[CH:5]=[CH:4][C:3]=1[C:9]1[O:10][C:11]([CH:26]([CH3:28])[CH3:27])=[C:12]([CH2:14][CH2:15][C:16]([C:18]2[CH:23]=[CH:22][C:21]([OH:24])=[C:20]([CH3:25])[CH:19]=2)=[O:17])[N:13]=1.Br[C:30]([CH3:37])([CH3:36])[C:31]([O:33][CH2:34][CH3:35])=[O:32].C(=O)([O-])[O-].[K+].[K+]. The catalyst is C(C(C)=O)C. The product is [OH:1][C:2]1[CH:7]=[C:6]([Cl:8])[CH:5]=[CH:4][C:3]=1[C:9]1[O:10][C:11]([CH:26]([CH3:28])[CH3:27])=[C:12]([CH2:14][CH2:15][C:16]([C:18]2[CH:23]=[CH:22][C:21]([O:24][C:30]([CH3:37])([CH3:36])[C:31]([O:33][CH2:34][CH3:35])=[O:32])=[C:20]([CH3:25])[CH:19]=2)=[O:17])[N:13]=1. The yield is 0.430. (5) The reactants are C1N=CN([C:6]([N:8]2[CH:12]=[N:11]C=C2)=[O:7])C=1.[CH2:13]1[CH2:23][CH2:22][N:21]2[C:16](=N[CH2:18][CH2:19][CH2:20]2)[CH2:15][CH2:14]1.[ClH:24].CS(C)=[O:27]. No catalyst specified. The product is [Cl:24][C:22]1[CH:23]=[C:13]2[C:20](=[CH:19][CH:18]=1)[N:21]=[C:16]([C:12]1[N:8]=[C:6]([OH:27])[O:7][N:11]=1)[CH:15]=[CH:14]2. The yield is 0.980. (6) The reactants are [Si:1]([O:8][CH2:9][CH:10]1[CH2:15][O:14][C:13]2[CH:16]=[CH:17][C:18]([C:21]([OH:23])=[O:22])=[C:19]([CH3:20])[C:12]=2[O:11]1)([C:4]([CH3:7])([CH3:6])[CH3:5])([CH3:3])[CH3:2].[F:24][C:25]1[C:30](O)=[C:29]([F:32])[C:28]([F:33])=[C:27]([F:34])[C:26]=1[F:35].C1(N=C=NC2CCCCC2)CCCCC1.C(Cl)Cl. The catalyst is O.C(OCC)(=O)C. The product is [F:24][C:25]1[C:30]([O:22][C:21]([C:18]2[CH:17]=[CH:16][C:13]3[O:14][CH2:15][CH:10]([CH2:9][O:8][Si:1]([C:4]([CH3:7])([CH3:5])[CH3:6])([CH3:3])[CH3:2])[O:11][C:12]=3[C:19]=2[CH3:20])=[O:23])=[C:29]([F:32])[C:28]([F:33])=[C:27]([F:34])[C:26]=1[F:35]. The yield is 0.840.